From a dataset of Forward reaction prediction with 1.9M reactions from USPTO patents (1976-2016). Predict the product of the given reaction. (1) Given the reactants Br[C:2]1[CH:7]=[CH:6][C:5]([C:8]([N:10]2[CH2:15][CH2:14][N:13]([C:16]3[C:21]([CH3:22])=[CH:20][C:19]([CH3:23])=[CH:18][N:17]=3)[CH2:12][CH2:11]2)=[O:9])=[CH:4][CH:3]=1.[S:24]1(=[O:29])(=[O:28])[CH2:27][CH2:26][NH:25]1, predict the reaction product. The product is: [CH3:22][C:21]1[C:16]([N:13]2[CH2:14][CH2:15][N:10]([C:8]([C:5]3[CH:6]=[CH:7][C:2]([N:25]4[CH2:26][CH2:27][S:24]4(=[O:29])=[O:28])=[CH:3][CH:4]=3)=[O:9])[CH2:11][CH2:12]2)=[N:17][CH:18]=[C:19]([CH3:23])[CH:20]=1. (2) The product is: [F:30][C:24]1[CH:25]=[CH:26][C:27]([F:29])=[CH:28][C:23]=1[S:20]([N:19]([C:15]1[CH:16]=[CH:17][CH:18]=[C:13]([C:3]2[C:2]([B:42]3[O:50][C:47]([CH3:49])([CH3:48])[C:44]([CH3:46])([CH3:45])[O:43]3)=[CH:6][N:5]([CH:7]3[CH2:12][CH2:11][O:10][CH2:9][CH2:8]3)[N:4]=2)[C:14]=1[F:34])[CH2:31][O:32][CH3:33])(=[O:22])=[O:21]. Given the reactants Br[C:2]1[C:3]([C:13]2[C:14]([F:34])=[C:15]([N:19]([CH2:31][O:32][CH3:33])[S:20]([C:23]3[CH:28]=[C:27]([F:29])[CH:26]=[CH:25][C:24]=3[F:30])(=[O:22])=[O:21])[CH:16]=[CH:17][CH:18]=2)=[N:4][N:5]([CH:7]2[CH2:12][CH2:11][O:10][CH2:9][CH2:8]2)[CH:6]=1.C(N(CC)CC)C.[BH3:42].[OH:43][C:44]([C:47]([OH:50])([CH3:49])[CH3:48])([CH3:46])[CH3:45], predict the reaction product. (3) Given the reactants [O:1]1[C:5]2[CH:6]=[CH:7][CH:8]=[CH:9][C:4]=2[CH:3]=[C:2]1[CH:10]=[N:11][S:12]([C:15]1[CH:25]=[CH:24][C:18]2[O:19][CH2:20][CH2:21][CH2:22][O:23][C:17]=2[CH:16]=1)(=[O:14])=[O:13].O1CCCC1.Br[Mg][C:33]1[C:38]([CH3:39])=[CH:37][CH:36]=[CH:35][N:34]=1.[Cl-].[NH4+], predict the reaction product. The product is: [O:1]1[C:5]2[CH:6]=[CH:7][CH:8]=[CH:9][C:4]=2[CH:3]=[C:2]1[CH:10]([C:33]1[C:38]([CH3:39])=[CH:37][CH:36]=[CH:35][N:34]=1)[NH:11][S:12]([C:15]1[CH:25]=[CH:24][C:18]2[O:19][CH2:20][CH2:21][CH2:22][O:23][C:17]=2[CH:16]=1)(=[O:13])=[O:14]. (4) Given the reactants [C:1]([OH:6])(=[O:5])[C:2]([OH:4])=[O:3].[Cl:7][C:8]1[CH:15]=[CH:14][C:11]([C:12]#[N:13])=[C:10]([O:16][CH:17]([C:23]2[CH:27]=[CH:26][O:25][CH:24]=2)[CH2:18][CH2:19][CH2:20][NH:21]C)[CH:9]=1.[N-]=[N+]=[N-].[Na+].C1(P(C2C=CC=CC=2)C2C=CC=CC=2)C=CC=CC=1.C(=O)(O)[O-].[Na+].C(O)(=O)C(O)=O, predict the reaction product. The product is: [C:1]([OH:6])(=[O:5])[C:2]([OH:4])=[O:3].[NH2:21][CH2:20][CH2:19][CH2:18][CH:17]([C:23]1[CH:27]=[CH:26][O:25][CH:24]=1)[O:16][C:10]1[CH:9]=[C:8]([Cl:7])[CH:15]=[CH:14][C:11]=1[C:12]#[N:13]. (5) Given the reactants [NH2:1][C:2]1[CH:3]=[C:4]([CH:25]=[CH:26][C:27]=1[C:28]#[N:29])[C:5]([NH:7][C:8]1[N:9]([CH3:24])[N:10]=[C:11]([C:17]([F:23])([F:22])[C:18]([F:21])([F:20])[F:19])[C:12]=1[C:13]([F:16])([F:15])[F:14])=[O:6].N1C=CC=CC=1.[C:36]([C:38]1[CH:46]=[CH:45][C:41]([C:42](Cl)=[O:43])=[C:40]([CH3:47])[CH:39]=1)#[N:37].C(=O)([O-])O.[Na+], predict the reaction product. The product is: [C:36]([C:38]1[CH:46]=[CH:45][C:41]([C:42]([NH:1][C:2]2[CH:3]=[C:4]([CH:25]=[CH:26][C:27]=2[C:28]#[N:29])[C:5]([NH:7][C:8]2[N:9]([CH3:24])[N:10]=[C:11]([C:17]([F:23])([F:22])[C:18]([F:19])([F:20])[F:21])[C:12]=2[C:13]([F:15])([F:14])[F:16])=[O:6])=[O:43])=[C:40]([CH3:47])[CH:39]=1)#[N:37]. (6) Given the reactants CCN(C(C)C)C(C)C.[C:10]([O:14][C:15]([NH:17][CH2:18][C:19]([OH:21])=O)=[O:16])([CH3:13])([CH3:12])[CH3:11].C1C=CC2N(O)N=NC=2C=1.CCN=C=NCCCN(C)C.Cl.[CH2:44]([N:51]1[CH2:56][CH2:55][NH:54][CH2:53][CH2:52]1)[C:45]1[CH:50]=[CH:49][CH:48]=[CH:47][CH:46]=1, predict the reaction product. The product is: [C:10]([O:14][C:15](=[O:16])[NH:17][CH2:18][C:19]([N:54]1[CH2:55][CH2:56][N:51]([CH2:44][C:45]2[CH:46]=[CH:47][CH:48]=[CH:49][CH:50]=2)[CH2:52][CH2:53]1)=[O:21])([CH3:11])([CH3:12])[CH3:13]. (7) Given the reactants [Cl:1][C:2]1[CH:7]=[CH:6][C:5]([C:8]2([OH:34])[CH2:13][CH2:12][N:11]([CH2:14][CH2:15][CH:16]=[C:17]3[C:23]4[CH:24]=[CH:25][CH:26]=[N:27][C:22]=4[CH2:21][O:20][C:19]4[CH:28]=[CH:29][C:30]([OH:32])=[CH:31][C:18]3=4)[CH2:10][CH:9]2[CH3:33])=[CH:4][CH:3]=1.[H-].[Na+].Br[CH2:38][C:39]([O:41][CH3:42])=[O:40], predict the reaction product. The product is: [CH3:42][O:41][C:39](=[O:40])[CH2:38][O:32][C:30]1[CH:29]=[CH:28][C:19]2[O:20][CH:21]=[C:22]3[NH:27][CH:26]=[CH:25][CH:24]=[C:23]3[C:17](=[CH:16][CH2:15][CH2:14][N:11]3[CH2:12][CH2:13][C:8]([C:5]4[CH:6]=[CH:7][C:2]([Cl:1])=[CH:3][CH:4]=4)([OH:34])[CH:9]([CH3:33])[CH2:10]3)[C:18]=2[CH:31]=1. (8) Given the reactants [C:1]([O:5][C:6]([N:8]1[CH2:13][C@H:12]([CH3:14])[NH:11][C@H:10]([CH3:15])[CH2:9]1)=[O:7])([CH3:4])([CH3:3])[CH3:2].[OH-].[Na+].P(O)(O)O.[CH2:22]=O, predict the reaction product. The product is: [C:1]([O:5][C:6]([N:8]1[CH2:13][C@H:12]([CH3:14])[N:11]([CH3:22])[C@H:10]([CH3:15])[CH2:9]1)=[O:7])([CH3:4])([CH3:2])[CH3:3]. (9) Given the reactants C[N:2]1CCOCC1.[F:8][C:9]1[CH:25]=[CH:24][CH:23]=[CH:22][C:10]=1[CH2:11][C:12]1[C:20]2[C:15](=[CH:16][CH:17]=[C:18](N)[CH:19]=2)[NH:14][N:13]=1.[O:26]=[C:27]([N:37]1[CH2:42][CH2:41][N:40]([C:43]2[CH:48]=[CH:47][C:46]([C:49]3[N:54]=[CH:53][CH:52]=[CH:51][N:50]=3)=[CH:45][CH:44]=2)[CH2:39][CH2:38]1)[CH2:28][N:29]1[CH2:33][CH2:32][CH:31]([C:34]([OH:36])=O)[CH2:30]1.Cl.CN(C)CCCN=C=NCC.O.ON1C2C=CC=CC=2N=N1, predict the reaction product. The product is: [F:8][C:9]1[CH:25]=[CH:24][CH:23]=[CH:22][C:10]=1[CH2:11][C:12]1[C:20]2[C:15](=[CH:16][C:17]([NH:2][C:34]([CH:31]3[CH2:32][CH2:33][N:29]([CH2:28][C:27](=[O:26])[N:37]4[CH2:42][CH2:41][N:40]([C:43]5[CH:44]=[CH:45][C:46]([C:49]6[N:50]=[CH:51][CH:52]=[CH:53][N:54]=6)=[CH:47][CH:48]=5)[CH2:39][CH2:38]4)[CH2:30]3)=[O:36])=[CH:18][CH:19]=2)[NH:14][N:13]=1. (10) Given the reactants [C:1]([CH:5]1[N:14]2[C:9](=[CH:10][C:11](=[O:20])[C:12]([C:15]([O:17][CH2:18][CH3:19])=[O:16])=[CH:13]2)[C:8]2[CH:21]=[C:22]([O:26][CH3:27])[C:23]([OH:25])=[CH:24][C:7]=2[CH2:6]1)([CH3:4])([CH3:3])[CH3:2].Cl[CH2:29][CH2:30][CH2:31][N:32]1[CH2:37][CH2:36][O:35][CH2:34][CH2:33]1.C([O-])([O-])=O.[K+].[K+], predict the reaction product. The product is: [C:1]([CH:5]1[N:14]2[C:9](=[CH:10][C:11](=[O:20])[C:12]([C:15]([O:17][CH2:18][CH3:19])=[O:16])=[CH:13]2)[C:8]2[CH:21]=[C:22]([O:26][CH3:27])[C:23]([O:25][CH2:29][CH2:30][CH2:31][N:32]3[CH2:37][CH2:36][O:35][CH2:34][CH2:33]3)=[CH:24][C:7]=2[CH2:6]1)([CH3:2])([CH3:3])[CH3:4].